Dataset: NCI-60 drug combinations with 297,098 pairs across 59 cell lines. Task: Regression. Given two drug SMILES strings and cell line genomic features, predict the synergy score measuring deviation from expected non-interaction effect. (1) Drug 1: C1=C(C(=O)NC(=O)N1)F. Drug 2: CN1C2=C(C=C(C=C2)N(CCCl)CCCl)N=C1CCCC(=O)O.Cl. Cell line: MDA-MB-231. Synergy scores: CSS=13.9, Synergy_ZIP=-8.02, Synergy_Bliss=-6.66, Synergy_Loewe=-7.53, Synergy_HSA=-3.35. (2) Drug 1: COC1=C(C=C2C(=C1)N=CN=C2NC3=CC(=C(C=C3)F)Cl)OCCCN4CCOCC4. Drug 2: CCCCCOC(=O)NC1=NC(=O)N(C=C1F)C2C(C(C(O2)C)O)O. Cell line: HCC-2998. Synergy scores: CSS=20.8, Synergy_ZIP=-0.518, Synergy_Bliss=10.1, Synergy_Loewe=4.32, Synergy_HSA=11.0. (3) Drug 1: CC1=C2C(C(=O)C3(C(CC4C(C3C(C(C2(C)C)(CC1OC(=O)C(C(C5=CC=CC=C5)NC(=O)OC(C)(C)C)O)O)OC(=O)C6=CC=CC=C6)(CO4)OC(=O)C)O)C)O. Drug 2: CC1C(C(CC(O1)OC2CC(OC(C2O)C)OC3=CC4=CC5=C(C(=O)C(C(C5)C(C(=O)C(C(C)O)O)OC)OC6CC(C(C(O6)C)O)OC7CC(C(C(O7)C)O)OC8CC(C(C(O8)C)O)(C)O)C(=C4C(=C3C)O)O)O)O. Cell line: CCRF-CEM. Synergy scores: CSS=62.4, Synergy_ZIP=8.32, Synergy_Bliss=10.4, Synergy_Loewe=7.55, Synergy_HSA=8.12. (4) Drug 1: CN(C)C1=NC(=NC(=N1)N(C)C)N(C)C. Drug 2: CCC1(C2=C(COC1=O)C(=O)N3CC4=CC5=C(C=CC(=C5CN(C)C)O)N=C4C3=C2)O.Cl. Cell line: UO-31. Synergy scores: CSS=7.99, Synergy_ZIP=-3.62, Synergy_Bliss=-3.74, Synergy_Loewe=-38.2, Synergy_HSA=-5.24. (5) Drug 1: C(CC(=O)O)C(=O)CN.Cl. Drug 2: CC1=C(C(=O)C2=C(C1=O)N3CC4C(C3(C2COC(=O)N)OC)N4)N. Cell line: A498. Synergy scores: CSS=17.6, Synergy_ZIP=-13.0, Synergy_Bliss=-9.65, Synergy_Loewe=-22.0, Synergy_HSA=-8.74. (6) Drug 1: CCCCC(=O)OCC(=O)C1(CC(C2=C(C1)C(=C3C(=C2O)C(=O)C4=C(C3=O)C=CC=C4OC)O)OC5CC(C(C(O5)C)O)NC(=O)C(F)(F)F)O. Drug 2: C1CC(=O)NC(=O)C1N2C(=O)C3=CC=CC=C3C2=O. Cell line: M14. Synergy scores: CSS=51.0, Synergy_ZIP=8.30, Synergy_Bliss=11.0, Synergy_Loewe=-16.7, Synergy_HSA=5.94. (7) Drug 1: CC1=C(C(CCC1)(C)C)C=CC(=CC=CC(=CC(=O)O)C)C. Drug 2: CC1C(C(CC(O1)OC2CC(OC(C2O)C)OC3=CC4=CC5=C(C(=O)C(C(C5)C(C(=O)C(C(C)O)O)OC)OC6CC(C(C(O6)C)O)OC7CC(C(C(O7)C)O)OC8CC(C(C(O8)C)O)(C)O)C(=C4C(=C3C)O)O)O)O. Cell line: SW-620. Synergy scores: CSS=20.5, Synergy_ZIP=2.61, Synergy_Bliss=3.51, Synergy_Loewe=1.34, Synergy_HSA=1.83.